From a dataset of Reaction yield outcomes from USPTO patents with 853,638 reactions. Predict the reaction yield, written as a fraction of the theoretical maximum amount of product (1.0 means a 100% yield; for example, 0.34 means a 34% yield). (1) The reactants are C(=O)([O-])[O-].[K+].[K+].[Br:7][C:8]1[CH:13]=[CH:12][C:11]([OH:14])=[CH:10][CH:9]=1.Br[C:16]1[CH:21]=[CH:20][CH:19]=[CH:18][N:17]=1.[OH-].[Na+]. The catalyst is CN1CCCC1=O.[Cu].[Cu]I. The product is [Br:7][C:8]1[CH:13]=[CH:12][C:11]([O:14][C:16]2[CH:21]=[CH:20][CH:19]=[CH:18][N:17]=2)=[CH:10][CH:9]=1. The yield is 0.760. (2) The reactants are [CH2:1]([O:8][C:9]1[CH:14]=[C:13]([O:15][CH2:16][C:17]2[CH:22]=[CH:21][CH:20]=[CH:19][CH:18]=2)[C:12]([CH:23]([CH3:25])[CH3:24])=[CH:11][C:10]=1[C:26]1[O:30][N:29]=[C:28]([C:31]([NH:33][CH2:34][CH3:35])=[O:32])[C:27]=1I)[C:2]1[CH:7]=[CH:6][CH:5]=[CH:4][CH:3]=1.[CH2:37]([Sn](CCCC)(CCCC)C=C)[CH2:38]CC. The catalyst is C1(C)C=CC=CC=1.C1C=CC([P]([Pd]([P](C2C=CC=CC=2)(C2C=CC=CC=2)C2C=CC=CC=2)([P](C2C=CC=CC=2)(C2C=CC=CC=2)C2C=CC=CC=2)[P](C2C=CC=CC=2)(C2C=CC=CC=2)C2C=CC=CC=2)(C2C=CC=CC=2)C2C=CC=CC=2)=CC=1. The product is [CH2:1]([O:8][C:9]1[CH:14]=[C:13]([O:15][CH2:16][C:17]2[CH:22]=[CH:21][CH:20]=[CH:19][CH:18]=2)[C:12]([CH:23]([CH3:25])[CH3:24])=[CH:11][C:10]=1[C:26]1[O:30][N:29]=[C:28]([C:31]([NH:33][CH2:34][CH3:35])=[O:32])[C:27]=1[CH:37]=[CH2:38])[C:2]1[CH:7]=[CH:6][CH:5]=[CH:4][CH:3]=1. The yield is 0.960. (3) The reactants are [F:1][C:2]1[CH:11]=[C:10]([NH:12][S:13]([C:16]2[CH:21]=[CH:20][C:19]([C:22]3[CH:27]=[CH:26][N:25]=[C:24]([CH:28]4[CH2:33][CH2:32][O:31][CH2:30][CH2:29]4)[CH:23]=3)=[CH:18][N:17]=2)(=[O:15])=[O:14])[C:9]([F:34])=[CH:8][C:3]=1[C:4]([O:6]C)=[O:5].[OH-].[Li+].Cl. The catalyst is CO. The product is [F:1][C:2]1[CH:11]=[C:10]([NH:12][S:13]([C:16]2[CH:21]=[CH:20][C:19]([C:22]3[CH:27]=[CH:26][N:25]=[C:24]([CH:28]4[CH2:33][CH2:32][O:31][CH2:30][CH2:29]4)[CH:23]=3)=[CH:18][N:17]=2)(=[O:15])=[O:14])[C:9]([F:34])=[CH:8][C:3]=1[C:4]([OH:6])=[O:5]. The yield is 0.690. (4) The reactants are [C:1](=O)([O-])[O-].[K+].[K+].[NH:7]1[C:15]2[C:10](=[CH:11][C:12]([C:16]([O:18][CH3:19])=[O:17])=[CH:13][CH:14]=2)[CH:9]=[N:8]1.CI. The catalyst is CN(C)C=O. The product is [CH3:1][N:7]1[C:15]2[C:10](=[CH:11][C:12]([C:16]([O:18][CH3:19])=[O:17])=[CH:13][CH:14]=2)[CH:9]=[N:8]1. The yield is 0.550. (5) The yield is 0.810. The reactants are Br[C:2]1[CH:3]=[C:4]([NH:13][CH2:14][C:15]2[C:20]([CH3:21])=[CH:19][CH:18]=[CH:17][C:16]=2[CH2:22][CH3:23])[C:5]2[N:9]=[C:8]([CH3:10])[N:7]([CH3:11])[C:6]=2[CH:12]=1.C(N([CH2:29][CH3:30])CC)C.C1(P(C2C=CC=CC=2)C2C=CC=CC=2)C=CC=CC=1.[C]=[O:51].[CH2:52]([OH:54])C. The catalyst is C(OCC)(=O)C.C([O-])(=O)C.[Pd+2].C([O-])(=O)C. The product is [CH2:22]([C:16]1[CH:17]=[CH:18][CH:19]=[C:20]([CH3:21])[C:15]=1[CH2:14][NH:13][C:4]1[C:5]2[N:9]=[C:8]([CH3:10])[N:7]([CH3:11])[C:6]=2[CH:12]=[C:2]([C:52]([O:54][CH2:29][CH3:30])=[O:51])[CH:3]=1)[CH3:23]. (6) The reactants are C[O:2][C:3]([C:5]1[C:6]([C:15]2[C:16]([C:25](OC)=[O:26])=[CH:17][C:18]([O:23][CH3:24])=[CH:19][C:20]=2[O:21][CH3:22])=[C:7]([O:13][CH3:14])[CH:8]=[C:9]([O:11][CH3:12])[CH:10]=1)=O.[H-].[H-].[H-].[H-].[Li+].[Al+3]. The yield is 0.770. The product is [OH:2][CH2:3][C:5]1[C:6]([C:15]2[C:20]([O:21][CH3:22])=[CH:19][C:18]([O:23][CH3:24])=[CH:17][C:16]=2[CH2:25][OH:26])=[C:7]([O:13][CH3:14])[CH:8]=[C:9]([O:11][CH3:12])[CH:10]=1. The catalyst is C1COCC1.